From a dataset of Peptide-MHC class II binding affinity with 134,281 pairs from IEDB. Regression. Given a peptide amino acid sequence and an MHC pseudo amino acid sequence, predict their binding affinity value. This is MHC class II binding data. (1) The peptide sequence is DKCVTVMAPDKPSLD. The MHC is HLA-DQA10201-DQB10301 with pseudo-sequence HLA-DQA10201-DQB10301. The binding affinity (normalized) is 0.301. (2) The peptide sequence is YASGKVWGQKYFKGN. The MHC is DRB1_1602 with pseudo-sequence DRB1_1602. The binding affinity (normalized) is 0.139. (3) The peptide sequence is NGKINMPMSVKTCDEECCPV. The MHC is HLA-DQA10501-DQB10201 with pseudo-sequence HLA-DQA10501-DQB10201. The binding affinity (normalized) is 0.132. (4) The peptide sequence is SRCYSLYLSDKGNLV. The MHC is DRB1_0101 with pseudo-sequence DRB1_0101. The binding affinity (normalized) is 0.838. (5) The peptide sequence is GTGVLTPSSKRFQPF. The MHC is DRB1_1501 with pseudo-sequence DRB1_1501. The binding affinity (normalized) is 0.229.